From a dataset of Full USPTO retrosynthesis dataset with 1.9M reactions from patents (1976-2016). Predict the reactants needed to synthesize the given product. (1) The reactants are: [CH2:1]([C:8]1[CH:9]=[N:10][C:11]2[C:16]([C:17]=1[C:18]1[CH:19]=[C:20]([NH2:24])[CH:21]=[CH:22][CH:23]=1)=[CH:15][CH:14]=[CH:13][C:12]=2[C:25]([F:28])([F:27])[F:26])[C:2]1[CH:7]=[CH:6][CH:5]=[CH:4][CH:3]=1.[F:29][C:30]1[CH:37]=[CH:36][CH:35]=[C:34]([O:38][CH3:39])[C:31]=1[CH:32]=O. Given the product [CH2:1]([C:8]1[CH:9]=[N:10][C:11]2[C:16]([C:17]=1[C:18]1[CH:19]=[C:20]([NH:24][CH2:32][C:31]3[C:34]([O:38][CH3:39])=[CH:35][CH:36]=[CH:37][C:30]=3[F:29])[CH:21]=[CH:22][CH:23]=1)=[CH:15][CH:14]=[CH:13][C:12]=2[C:25]([F:28])([F:26])[F:27])[C:2]1[CH:3]=[CH:4][CH:5]=[CH:6][CH:7]=1, predict the reactants needed to synthesize it. (2) Given the product [C:22]([O:21][C:19]([N:14]1[CH2:15][CH2:16][CH:17]([O:18][C:27]2[N:32]=[CH:31][N:30]=[C:29]([N:33]3[C:41]4[C:36](=[CH:37][C:38]([C:42]([OH:44])=[O:43])=[CH:39][CH:40]=4)[CH2:35][CH2:34]3)[C:28]=2[CH3:46])[CH:12]([F:11])[CH2:13]1)=[O:20])([CH3:25])([CH3:24])[CH3:23], predict the reactants needed to synthesize it. The reactants are: C[Si]([N-][Si](C)(C)C)(C)C.[Na+].[F:11][CH:12]1[CH:17]([OH:18])[CH2:16][CH2:15][N:14]([C:19]([O:21][C:22]([CH3:25])([CH3:24])[CH3:23])=[O:20])[CH2:13]1.Cl[C:27]1[N:32]=[CH:31][N:30]=[C:29]([N:33]2[C:41]3[C:36](=[CH:37][C:38]([C:42]([O:44]C)=[O:43])=[CH:39][CH:40]=3)[CH2:35][CH2:34]2)[C:28]=1[CH3:46]. (3) Given the product [F:8][C:5]1[CH:4]=[N:3][C:2]([NH:13][C:12]2[CH:14]=[C:15]([C:17]3[S:21][CH:20]=[N:19][CH:18]=3)[CH:16]=[C:10]([CH3:9])[CH:11]=2)=[N:7][CH:6]=1, predict the reactants needed to synthesize it. The reactants are: Cl[C:2]1[N:7]=[CH:6][C:5]([F:8])=[CH:4][N:3]=1.[CH3:9][C:10]1[CH:11]=[C:12]([CH:14]=[C:15]([C:17]2[S:21][CH:20]=[N:19][CH:18]=2)[CH:16]=1)[NH2:13].CC1(C)C2C(=C(P(C3C=CC=CC=3)C3C=CC=CC=3)C=CC=2)OC2C(P(C3C=CC=CC=3)C3C=CC=CC=3)=CC=CC1=2.C(=O)([O-])[O-].[Cs+].[Cs+]. (4) Given the product [NH2:11][C:3]1[CH:4]=[C:5]([B:8]([OH:10])[OH:9])[CH:6]=[CH:7][C:2]=1[CH3:1], predict the reactants needed to synthesize it. The reactants are: [CH3:1][C:2]1[CH:7]=[CH:6][C:5]([B:8]([OH:10])[OH:9])=[CH:4][C:3]=1[N+:11]([O-])=O. (5) Given the product [CH3:1][O:2][C:3]([C:4]1[C:5]([C:9]2[C:4]([C:3]([O:2][CH3:1])=[O:15])=[CH:5][C:6]([O:12][CH3:13])=[CH:7][C:8]=2[O:10][CH3:11])=[C:6]([O:12][CH3:13])[CH:7]=[C:8]([O:10][CH3:11])[CH:9]=1)=[O:15], predict the reactants needed to synthesize it. The reactants are: [CH3:1][O:2][C:3](=[O:15])[C:4]1[CH:9]=[C:8]([O:10][CH3:11])[CH:7]=[C:6]([O:12][CH3:13])[C:5]=1Br.